Dataset: NCI-60 drug combinations with 297,098 pairs across 59 cell lines. Task: Regression. Given two drug SMILES strings and cell line genomic features, predict the synergy score measuring deviation from expected non-interaction effect. (1) Drug 1: COC1=CC(=CC(=C1O)OC)C2C3C(COC3=O)C(C4=CC5=C(C=C24)OCO5)OC6C(C(C7C(O6)COC(O7)C8=CC=CS8)O)O. Drug 2: CC(C)NC(=O)C1=CC=C(C=C1)CNNC.Cl. Cell line: PC-3. Synergy scores: CSS=13.9, Synergy_ZIP=-3.91, Synergy_Bliss=1.61, Synergy_Loewe=-43.3, Synergy_HSA=-1.30. (2) Drug 2: CN1C2=C(C=C(C=C2)N(CCCl)CCCl)N=C1CCCC(=O)O.Cl. Synergy scores: CSS=43.1, Synergy_ZIP=-6.74, Synergy_Bliss=-3.84, Synergy_Loewe=-40.6, Synergy_HSA=-3.47. Drug 1: C1=NC(=NC(=O)N1C2C(C(C(O2)CO)O)O)N. Cell line: UACC62. (3) Drug 1: CC1C(C(CC(O1)OC2CC(CC3=C2C(=C4C(=C3O)C(=O)C5=C(C4=O)C(=CC=C5)OC)O)(C(=O)CO)O)N)O.Cl. Drug 2: C1C(C(OC1N2C=NC(=NC2=O)N)CO)O. Cell line: NCIH23. Synergy scores: CSS=0.282, Synergy_ZIP=0.00493, Synergy_Bliss=3.02, Synergy_Loewe=-4.11, Synergy_HSA=-0.731. (4) Drug 1: CC(C1=C(C=CC(=C1Cl)F)Cl)OC2=C(N=CC(=C2)C3=CN(N=C3)C4CCNCC4)N. Drug 2: C1CC(=O)NC(=O)C1N2CC3=C(C2=O)C=CC=C3N. Cell line: HCT-15. Synergy scores: CSS=3.89, Synergy_ZIP=0.376, Synergy_Bliss=1.00, Synergy_Loewe=1.47, Synergy_HSA=1.49. (5) Drug 1: CC1C(C(=O)NC(C(=O)N2CCCC2C(=O)N(CC(=O)N(C(C(=O)O1)C(C)C)C)C)C(C)C)NC(=O)C3=C4C(=C(C=C3)C)OC5=C(C(=O)C(=C(C5=N4)C(=O)NC6C(OC(=O)C(N(C(=O)CN(C(=O)C7CCCN7C(=O)C(NC6=O)C(C)C)C)C)C(C)C)C)N)C. Drug 2: C1C(C(OC1N2C=NC(=NC2=O)N)CO)O. Cell line: HOP-62. Synergy scores: CSS=29.3, Synergy_ZIP=6.97, Synergy_Bliss=14.5, Synergy_Loewe=-4.00, Synergy_HSA=11.1. (6) Drug 1: CC1=C(N=C(N=C1N)C(CC(=O)N)NCC(C(=O)N)N)C(=O)NC(C(C2=CN=CN2)OC3C(C(C(C(O3)CO)O)O)OC4C(C(C(C(O4)CO)O)OC(=O)N)O)C(=O)NC(C)C(C(C)C(=O)NC(C(C)O)C(=O)NCCC5=NC(=CS5)C6=NC(=CS6)C(=O)NCCC[S+](C)C)O. Drug 2: CS(=O)(=O)OCCCCOS(=O)(=O)C. Cell line: U251. Synergy scores: CSS=42.2, Synergy_ZIP=-2.42, Synergy_Bliss=-27.0, Synergy_Loewe=-3.18, Synergy_HSA=-34.0. (7) Synergy scores: CSS=32.7, Synergy_ZIP=-2.99, Synergy_Bliss=5.46, Synergy_Loewe=2.99, Synergy_HSA=7.51. Drug 1: C1=CN(C(=O)N=C1N)C2C(C(C(O2)CO)O)O.Cl. Drug 2: C1CN(CCN1C(=O)CCBr)C(=O)CCBr. Cell line: UACC62. (8) Drug 1: CN(C)C1=NC(=NC(=N1)N(C)C)N(C)C. Drug 2: CC=C1C(=O)NC(C(=O)OC2CC(=O)NC(C(=O)NC(CSSCCC=C2)C(=O)N1)C(C)C)C(C)C. Cell line: OVCAR-5. Synergy scores: CSS=64.6, Synergy_ZIP=0.132, Synergy_Bliss=-1.46, Synergy_Loewe=-67.2, Synergy_HSA=-3.80. (9) Drug 1: CC1=C2C(C(=O)C3(C(CC4C(C3C(C(C2(C)C)(CC1OC(=O)C(C(C5=CC=CC=C5)NC(=O)OC(C)(C)C)O)O)OC(=O)C6=CC=CC=C6)(CO4)OC(=O)C)OC)C)OC. Synergy scores: CSS=58.1, Synergy_ZIP=1.97, Synergy_Bliss=1.01, Synergy_Loewe=-3.51, Synergy_HSA=6.17. Drug 2: CC1OCC2C(O1)C(C(C(O2)OC3C4COC(=O)C4C(C5=CC6=C(C=C35)OCO6)C7=CC(=C(C(=C7)OC)O)OC)O)O. Cell line: 786-0.